From a dataset of Reaction yield outcomes from USPTO patents with 853,638 reactions. Predict the reaction yield, written as a fraction of the theoretical maximum amount of product (1.0 means a 100% yield; for example, 0.34 means a 34% yield). The reactants are Cl[CH2:2][C@@H:3]1[O:12][CH2:11][C@@H:6]2[CH2:7][O:8][CH2:9][CH2:10][N:5]2[CH2:4]1.[C:13]([O-:16])(=[O:15])[CH3:14].[K+]. The catalyst is CN(C=O)C. The product is [C:13]([O:16][CH2:2][CH:3]1[O:12][CH2:11][CH:6]2[CH2:7][O:8][CH2:9][CH2:10][N:5]2[CH2:4]1)(=[O:15])[CH3:14]. The yield is 0.420.